From a dataset of Forward reaction prediction with 1.9M reactions from USPTO patents (1976-2016). Predict the product of the given reaction. (1) Given the reactants C([O:8][C:9](=[O:23])[C:10]1[CH:15]=[CH:14][C:13]([C:16]2[O:17][CH:18]=[C:19]([CH3:21])[N:20]=2)=[CH:12][C:11]=1[CH3:22])C1C=CC=CC=1.[OH-].[Na+], predict the reaction product. The product is: [CH3:22][C:11]1[CH:12]=[C:13]([C:16]2[O:17][CH:18]=[C:19]([CH3:21])[N:20]=2)[CH:14]=[CH:15][C:10]=1[C:9]([OH:23])=[O:8]. (2) Given the reactants [N:1]1[C:10]2[CH:9]([NH:11][CH2:12][C:13]3[N:17]([CH:18]4[CH2:23][CH2:22][N:21]([C:24]([O:26][C:27]([CH3:30])([CH3:29])[CH3:28])=[O:25])[CH2:20][CH2:19]4)[C:16]4[CH:31]=[CH:32][CH:33]=[CH:34][C:15]=4[N:14]=3)[CH2:8][CH2:7][CH2:6][C:5]=2[CH:4]=[CH:3][CH:2]=1.[CH3:35]N(CC1N(CC2CCCN(C)C2)C2C=CC=CC=2N=1)C1C2N=CC=CC=2CCC1, predict the reaction product. The product is: [CH3:35][N:11]([CH2:12][C:13]1[N:17]([CH:18]2[CH2:23][CH2:22][N:21]([C:24]([O:26][C:27]([CH3:28])([CH3:29])[CH3:30])=[O:25])[CH2:20][CH2:19]2)[C:16]2[CH:31]=[CH:32][CH:33]=[CH:34][C:15]=2[N:14]=1)[CH:9]1[C:10]2[N:1]=[CH:2][CH:3]=[CH:4][C:5]=2[CH2:6][CH2:7][CH2:8]1. (3) Given the reactants [Cl:1][C:2]1[CH:3]=[CH:4][CH:5]=[C:6]2[C:10]=1[NH:9][N:8]=[C:7]2[C:11]1[CH:16]=[CH:15][C:14]([O:17][CH3:18])=[CH:13][CH:12]=1.[H-].[Na+].I[CH2:22][CH2:23][CH3:24], predict the reaction product. The product is: [Cl:1][C:2]1[CH:3]=[CH:4][CH:5]=[C:6]2[C:10]=1[N:9]([CH2:22][CH2:23][CH3:24])[N:8]=[C:7]2[C:11]1[CH:16]=[CH:15][C:14]([O:17][CH3:18])=[CH:13][CH:12]=1. (4) The product is: [F:9][C:10]1[CH:17]=[CH:16][C:13]([CH2:14][N:20]([CH2:19][C:13]2[CH:16]=[CH:17][C:10]([F:9])=[CH:11][CH:12]=2)[CH2:7][C:4]2[CH:5]=[CH:6][N:1]=[CH:2][CH:3]=2)=[CH:12][CH:11]=1. Given the reactants [N:1]1[CH:6]=[CH:5][C:4]([CH2:7]N)=[CH:3][CH:2]=1.[F:9][C:10]1[CH:17]=[CH:16][C:13]([CH:14]=O)=[CH:12][CH:11]=1.[BH3-][C:19]#[N:20].[Na+], predict the reaction product.